Predict the reaction yield, written as a fraction of the theoretical maximum amount of product (1.0 means a 100% yield; for example, 0.34 means a 34% yield). From a dataset of Reaction yield outcomes from USPTO patents with 853,638 reactions. (1) The reactants are [CH:1]([C:3]1[CH:4]=[C:5]([CH3:32])[C:6]([C:9]2[CH:31]=[CH:30][C:12]([C:13]([NH:15][C:16]3[CH:21]=[CH:20][CH:19]=[CH:18][C:17]=3[NH:22]C(=O)OC(C)(C)C)=[O:14])=[CH:11][CH:10]=2)=[N:7][CH:8]=1)=O.[CH:33]([N:36]1[CH2:41][CH2:40][NH:39][CH2:38][CH2:37]1)([CH3:35])[CH3:34].C(O)(=O)C.C(O[BH-](OC(=O)C)OC(=O)C)(=O)C.[Na+]. The catalyst is O1CCCC1. The product is [NH2:22][C:17]1[CH:18]=[CH:19][CH:20]=[CH:21][C:16]=1[NH:15][C:13](=[O:14])[C:12]1[CH:11]=[CH:10][C:9]([C:6]2[C:5]([CH3:32])=[CH:4][C:3]([CH2:1][N:39]3[CH2:40][CH2:41][N:36]([CH:33]([CH3:35])[CH3:34])[CH2:37][CH2:38]3)=[CH:8][N:7]=2)=[CH:31][CH:30]=1. The yield is 0.350. (2) The reactants are [CH2:1]([O:5][C:6]1[CH:11]=[CH:10][C:9]([S:12](Cl)(=[O:14])=[O:13])=[CH:8][CH:7]=1)[C:2]#[C:3][CH3:4].[F-:16].[K+].[F-].[F-].[Ca+2]. No catalyst specified. The product is [CH2:1]([O:5][C:6]1[CH:11]=[CH:10][C:9]([S:12]([F:16])(=[O:14])=[O:13])=[CH:8][CH:7]=1)[C:2]#[C:3][CH3:4]. The yield is 0.800.